Dataset: Forward reaction prediction with 1.9M reactions from USPTO patents (1976-2016). Task: Predict the product of the given reaction. (1) Given the reactants [NH:1]1[C:9]2[C:4](=[CH:5][C:6]([C:10]([OH:12])=O)=[CH:7][CH:8]=2)[CH:3]=[N:2]1.[CH:13]1([C@H:19]([NH2:21])[CH3:20])[CH2:18][CH2:17][CH2:16][CH2:15][CH2:14]1.CN(C(ON1N=NC2C=CC=CC1=2)=[N+](C)C)C.[B-](F)(F)(F)F.CCN(C(C)C)C(C)C, predict the reaction product. The product is: [CH:13]1([C@H:19]([NH:21][C:10]([C:6]2[CH:5]=[C:4]3[C:9](=[CH:8][CH:7]=2)[NH:1][N:2]=[CH:3]3)=[O:12])[CH3:20])[CH2:18][CH2:17][CH2:16][CH2:15][CH2:14]1. (2) The product is: [C:19]([C:16]1[CH:15]=[CH:14][C:13]([C:12]([NH:11][C:9](=[S:10])[NH:8][C:5]2[CH:6]=[CH:7][C:2]([NH:1][C:30](=[O:31])[CH2:29][CH2:28][CH2:27][CH2:26][CH2:25][Br:24])=[CH:3][CH:4]=2)=[O:23])=[CH:18][CH:17]=1)([CH3:20])([CH3:22])[CH3:21]. Given the reactants [NH2:1][C:2]1[CH:7]=[CH:6][C:5]([NH:8][C:9]([NH:11][C:12](=[O:23])[C:13]2[CH:18]=[CH:17][C:16]([C:19]([CH3:22])([CH3:21])[CH3:20])=[CH:15][CH:14]=2)=[S:10])=[CH:4][CH:3]=1.[Br:24][CH2:25][CH2:26][CH2:27][CH2:28][CH2:29][C:30](Cl)=[O:31].C(N(CC)CC)C, predict the reaction product. (3) Given the reactants [C:1]([O:5][C:6]([NH:8][CH2:9][C:10]([OH:12])=O)=[O:7])([CH3:4])([CH3:3])[CH3:2].CN(C(ON1N=NC2C=CC=NC1=2)=[N+](C)C)C.F[P-](F)(F)(F)(F)F.C(N(C(C)C)CC)(C)C.[NH:46]1[CH2:51][CH2:50][CH2:49][C@@H:48]([NH:52][C:53]2[CH:58]=[N:57][CH:56]=[C:55]([C:59]3[CH:60]=[N:61][N:62]4[CH:67]=[CH:66][CH:65]=[CH:64][C:63]=34)[N:54]=2)[CH2:47]1, predict the reaction product. The product is: [O:12]=[C:10]([N:46]1[CH2:51][CH2:50][CH2:49][C@@H:48]([NH:52][C:53]2[CH:58]=[N:57][CH:56]=[C:55]([C:59]3[CH:60]=[N:61][N:62]4[CH:67]=[CH:66][CH:65]=[CH:64][C:63]=34)[N:54]=2)[CH2:47]1)[CH2:9][NH:8][C:6](=[O:7])[O:5][C:1]([CH3:2])([CH3:3])[CH3:4]. (4) Given the reactants [F:1][C:2]1[C:14]2[N:13]([C:15]3[CH:20]=[CH:19][CH:18]=[CH:17][C:16]=3[N+:21]([O-:23])=[O:22])[C:12]3[C:7](=[CH:8][CH:9]=[CH:10][CH:11]=3)[C:6]=2[CH:5]=[CH:4][CH:3]=1.C1C(=O)N([Br:31])C(=O)C1.O, predict the reaction product. The product is: [Br:31][C:9]1[CH:8]=[C:7]2[C:12](=[CH:11][CH:10]=1)[N:13]([C:15]1[CH:20]=[CH:19][CH:18]=[CH:17][C:16]=1[N+:21]([O-:23])=[O:22])[C:14]1[C:2]([F:1])=[CH:3][CH:4]=[CH:5][C:6]2=1. (5) Given the reactants [CH:1]1([NH:4][C:5]([C:7]2[CH:8]=[C:9]([F:31])[C:10]([CH3:30])=[C:11]([C:13]3[C:14]([C:27]([OH:29])=O)=[CH:15][C:16]([C:19]([NH:21][CH2:22][C:23]([CH3:26])([CH3:25])[CH3:24])=[O:20])=[CH:17][CH:18]=3)[CH:12]=2)=[O:6])[CH2:3][CH2:2]1.CN(C(ON1N=NC2C=CC=CC1=2)=[N+](C)C)C.F[P-](F)(F)(F)(F)F.CCN(CC)CC.[N:63]1([CH:68]2[CH2:73][CH2:72][NH:71][CH2:70][CH2:69]2)[CH2:67][CH2:66][CH2:65][CH2:64]1, predict the reaction product. The product is: [CH:1]1([NH:4][C:5]([C:7]2[CH:12]=[C:11]([C:13]3[CH:18]=[CH:17][C:16]([C:19]([NH:21][CH2:22][C:23]([CH3:26])([CH3:24])[CH3:25])=[O:20])=[CH:15][C:14]=3[C:27]([N:71]3[CH2:72][CH2:73][CH:68]([N:63]4[CH2:67][CH2:66][CH2:65][CH2:64]4)[CH2:69][CH2:70]3)=[O:29])[C:10]([CH3:30])=[C:9]([F:31])[CH:8]=2)=[O:6])[CH2:2][CH2:3]1.